From a dataset of HIV replication inhibition screening data with 41,000+ compounds from the AIDS Antiviral Screen. Binary Classification. Given a drug SMILES string, predict its activity (active/inactive) in a high-throughput screening assay against a specified biological target. (1) The molecule is O=C(c1ccccc1)c1cccc(C(=O)c2ccccc2)n1. The result is 0 (inactive). (2) The compound is C=CC=CNC(=O)OCc1ccccc1. The result is 0 (inactive). (3) The drug is CC(C)(O)C1CCC23CCCC(=O)C2(C1)C3. The result is 0 (inactive). (4) The drug is CC(=O)Oc1cc(C)c2c(c1OC(C)=O)CC1(O2)C(C)CCC2C3(C)CCC(OC(C)=O)C(C)(C)C3CCC21C. The result is 0 (inactive). (5) The result is 0 (inactive). The compound is Cn1c(=O)c2c(=O)c(=O)[nH][nH]c2n(C)c1=O.